The task is: Predict the product of the given reaction.. This data is from Forward reaction prediction with 1.9M reactions from USPTO patents (1976-2016). (1) Given the reactants [Br:1][C:2]1[CH:3]=[C:4]([CH:8]=[C:9]([Br:11])[CH:10]=1)[C:5]([OH:7])=O.[NH2:12][C:13]1[CH:18]=[CH:17][CH:16]=[CH:15][C:14]=1O, predict the reaction product. The product is: [Br:11][C:9]1[CH:8]=[C:4]([C:5]2[O:7][C:14]3[CH:15]=[CH:16][CH:17]=[CH:18][C:13]=3[N:12]=2)[CH:3]=[C:2]([Br:1])[CH:10]=1. (2) Given the reactants [F:1][C:2]([F:18])([F:17])[C:3]1[CH:4]=[CH:5][C:6]2[O:14][C:13]3[C:12](=O)[NH:11][CH:10]=[N:9][C:8]=3[C:7]=2[CH:16]=1.[Cl:19]C1C2OC3C=CC(Cl)=CC=3C=2N=CN=1, predict the reaction product. The product is: [Cl:19][C:12]1[C:13]2[O:14][C:6]3[CH:5]=[CH:4][C:3]([C:2]([F:18])([F:17])[F:1])=[CH:16][C:7]=3[C:8]=2[N:9]=[CH:10][N:11]=1.